From a dataset of Full USPTO retrosynthesis dataset with 1.9M reactions from patents (1976-2016). Predict the reactants needed to synthesize the given product. (1) Given the product [N+:1]([C:4]1[CH:12]=[CH:11][CH:10]=[C:9]2[C:5]=1[C:6](=[N:22][NH:21][C:20]1[CH:19]=[CH:18][C:17]([S:23]([NH2:26])(=[O:24])=[O:25])=[CH:16][CH:15]=1)[C:7](=[O:13])[NH:8]2)([O-:3])=[O:2], predict the reactants needed to synthesize it. The reactants are: [N+:1]([C:4]1[CH:12]=[CH:11][CH:10]=[C:9]2[C:5]=1[C:6](=O)[C:7](=[O:13])[NH:8]2)([O-:3])=[O:2].[CH:15]1[C:20]([NH:21][NH2:22])=[CH:19][CH:18]=[C:17]([S:23]([NH2:26])(=[O:25])=[O:24])[CH:16]=1.Cl. (2) Given the product [OH:9][C:7]1[CH:6]=[CH:5][C:4]([S:10](=[O:12])(=[O:11])[NH:13][C:14]2[CH:15]=[CH:16][C:17]3[CH2:21][O:20][B:19]([OH:22])[C:18]=3[CH:23]=2)=[C:3]([CH:8]=1)[CH2:2][O:27][C:25](=[O:26])[CH3:24], predict the reactants needed to synthesize it. The reactants are: Br[CH2:2][C:3]1[CH:8]=[C:7]([OH:9])[CH:6]=[CH:5][C:4]=1[S:10]([NH:13][C:14]1[CH:15]=[CH:16][C:17]2[CH2:21][O:20][B:19]([OH:22])[C:18]=2[CH:23]=1)(=[O:12])=[O:11].[CH3:24][C:25]([O-:27])=[O:26].[Na+]. (3) Given the product [CH2:20]([N:27]1[CH2:32][CH2:31][C:30]([C:13]2[CH:18]=[CH:17][CH:16]=[CH:15][C:14]=2[CH3:19])([OH:33])[CH2:29][CH2:28]1)[C:21]1[CH:22]=[CH:23][CH:24]=[CH:25][CH:26]=1, predict the reactants needed to synthesize it. The reactants are: C([Li])CCC.CCCCCC.Br[C:13]1[CH:18]=[CH:17][CH:16]=[CH:15][C:14]=1[CH3:19].[CH2:20]([N:27]1[CH2:32][CH2:31][C:30](=[O:33])[CH2:29][CH2:28]1)[C:21]1[CH:26]=[CH:25][CH:24]=[CH:23][CH:22]=1.[Cl-].[NH4+].C(=O)([O-])O.[Na+]. (4) Given the product [CH3:13][NH:14][C:6]([C:2]1[O:1][CH:5]=[CH:4][CH:3]=1)=[O:7], predict the reactants needed to synthesize it. The reactants are: [O:1]1[CH:5]=[CH:4][CH:3]=[C:2]1[C:6](Cl)=[O:7].Cl.CN.C[CH2:13][N:14](CC)CC.